Dataset: Plasma protein binding rate (PPBR) regression data from AstraZeneca. Task: Regression/Classification. Given a drug SMILES string, predict its absorption, distribution, metabolism, or excretion properties. Task type varies by dataset: regression for continuous measurements (e.g., permeability, clearance, half-life) or binary classification for categorical outcomes (e.g., BBB penetration, CYP inhibition). For this dataset (ppbr_az), we predict Y. (1) The molecule is CS(=O)(=O)Nc1ccc2[nH]c(Cc3ccc(Oc4ccccc4)cc3)nc2c1. The Y is 99.5 %. (2) The compound is O=C(NCC12CC3CC(CC(C3)C1)C2)c1cc(CN2C[C@@H]3C[C@H]2CN3)ccc1Cl. The Y is 90.3 %. (3) The Y is 96.2 %. The molecule is Cc1cccc(Oc2cc(CN3CCC[C@H](n4cc(C)c(=O)[nH]c4=O)C3)ccc2C(=O)O)c1. (4) The molecule is COc1ccc(S(=O)(=O)N2CCC[C@H](n3cc(C)c(=O)[nH]c3=O)C2)cc1Oc1cccc(Cl)c1. The Y is 97.5 %. (5) The drug is O=C1CCc2cc(-c3cncc4ccccc34)ccc2N1. The Y is 96.4 %. (6) The compound is CCC(CC)NC(=O)c1cn(-c2ccccc2)nc1NS(=O)(=O)c1ccc(C)cc1. The Y is 99.9 %.